This data is from Full USPTO retrosynthesis dataset with 1.9M reactions from patents (1976-2016). The task is: Predict the reactants needed to synthesize the given product. (1) Given the product [NH2:8][CH2:9][CH2:10][N:11]([CH3:25])[CH2:12][CH2:13][NH:14][C:15]([C:17]1[N:18]=[CH:19][C:20]([CH3:24])=[N+:21]([O-:23])[CH:22]=1)=[O:16], predict the reactants needed to synthesize it. The reactants are: C(OC([NH:8][CH2:9][CH2:10][N:11]([CH3:25])[CH2:12][CH2:13][NH:14][C:15]([C:17]1[N:18]=[CH:19][C:20]([CH3:24])=[N+:21]([O-:23])[CH:22]=1)=[O:16])=O)(C)(C)C. (2) Given the product [CH3:4][NH:5][C:6]([C:8]1[C:9]2[C:10](=[O:33])[C@H:11]([OH:29])[C@@H:12]([C:23]3[CH:28]=[CH:27][CH:26]=[CH:25][CH:24]=3)[NH:13][C:14]=2[C:15]2[N:20]=[C:19]([CH3:21])[N:18]([CH3:22])[C:16]=2[CH:17]=1)=[O:7], predict the reactants needed to synthesize it. The reactants are: O.NN.[CH3:4][NH:5][C:6]([C:8]1[C:9]2[C:10](=[O:33])[C@H:11]([O:29]C(=O)C)[C@@H:12]([C:23]3[CH:28]=[CH:27][CH:26]=[CH:25][CH:24]=3)[NH:13][C:14]=2[C:15]2[N:20]=[C:19]([CH3:21])[N:18]([CH3:22])[C:16]=2[CH:17]=1)=[O:7].O. (3) The reactants are: [CH:1]([C:4]1[N:9]=[C:8]([CH2:10][N:11]2[C:19]3[C:14](=[C:15]([N+:20]([O-])=O)[CH:16]=[CH:17][CH:18]=3)[C:13]([CH3:23])=[N:12]2)[CH:7]=[CH:6][CH:5]=1)([CH3:3])[CH3:2].[Cl-].[NH4+]. Given the product [CH:1]([C:4]1[N:9]=[C:8]([CH2:10][N:11]2[C:19]3[CH:18]=[CH:17][CH:16]=[C:15]([NH2:20])[C:14]=3[C:13]([CH3:23])=[N:12]2)[CH:7]=[CH:6][CH:5]=1)([CH3:3])[CH3:2], predict the reactants needed to synthesize it.